Predict the reactants needed to synthesize the given product. From a dataset of Full USPTO retrosynthesis dataset with 1.9M reactions from patents (1976-2016). (1) Given the product [CH2:1]([O:3][C:4](=[O:22])[C:5]1[CH:10]=[CH:9][CH:8]=[C:7]([N:11]([C:12]2[C:13]3[N:14]([N:19]=[CH:20][N:21]=3)[C:15]([Br:18])=[CH:16][N:17]=2)[C:24]([O:26][C:27]([CH3:30])([CH3:29])[CH3:28])=[O:23])[CH:6]=1)[CH3:2], predict the reactants needed to synthesize it. The reactants are: [CH2:1]([O:3][C:4](=[O:22])[C:5]1[CH:10]=[CH:9][CH:8]=[C:7]([NH:11][C:12]2[C:13]3[N:14]([N:19]=[CH:20][N:21]=3)[C:15]([Br:18])=[CH:16][N:17]=2)[CH:6]=1)[CH3:2].[O:23](C(OC(C)(C)C)=O)[C:24]([O:26][C:27]([CH3:30])([CH3:29])[CH3:28])=O. (2) Given the product [C:31]([C:28]1[CH:29]=[CH:30][C:25]([CH2:24][C:7]23[CH2:20][CH2:21][CH2:22][CH2:23][C:6]2([CH2:5][C:4]([OH:33])=[O:3])[N:10]([C:11]2[CH:12]=[C:13]([Cl:18])[CH:14]=[C:15]([Cl:17])[CH:16]=2)[C:9](=[O:19])[NH:8]3)=[CH:26][CH:27]=1)#[N:32], predict the reactants needed to synthesize it. The reactants are: C([O:3][C:4](=[O:33])[CH2:5][C:6]12[CH2:23][CH2:22][CH2:21][CH2:20][C:7]1([CH2:24][C:25]1[CH:30]=[CH:29][C:28]([C:31]#[N:32])=[CH:27][CH:26]=1)[NH:8][C:9](=[O:19])[N:10]2[C:11]1[CH:16]=[C:15]([Cl:17])[CH:14]=[C:13]([Cl:18])[CH:12]=1)C.[Li+].[OH-].Cl. (3) Given the product [CH3:1][O:2][C:3]1[C:12]2[C:7](=[CH:8][C:9]([C:13]([F:16])([F:14])[F:15])=[CH:10][CH:11]=2)[N+:6]([O-:25])=[CH:5][CH:4]=1, predict the reactants needed to synthesize it. The reactants are: [CH3:1][O:2][C:3]1[C:12]2[C:7](=[CH:8][C:9]([C:13]([F:16])([F:15])[F:14])=[CH:10][CH:11]=2)[N:6]=[CH:5][CH:4]=1.ClC1C=CC=C(C(OO)=[O:25])C=1.C(=O)([O-])O.[Na+]. (4) Given the product [F:20][C@H:19]1[CH2:18][C@@:16]2([CH3:17])[C@@H:12]([C@@H:13]3[CH2:22][C@@H:14]3[C:15]2=[O:21])[C@H:11]2[C@H:2]1[C@:3]1([CH3:24])[C:8]([CH2:9][CH2:10]2)=[CH:7][C:6](=[O:23])[CH2:5][CH2:4]1, predict the reactants needed to synthesize it. The reactants are: Br[C@:2]12[C@@H:19]([F:20])[CH2:18][C@@:16]3([CH3:17])[C@@H:12]([C@@H:13]4[CH2:22][C@@H:14]4[C:15]3=[O:21])[C@@H:11]1[CH2:10][CH2:9][C:8]1[C@:3]2([CH3:24])[CH2:4][CH2:5][C:6](=[O:23])[CH:7]=1.C([SnH](CCCC)CCCC)CCC.N(C(C)(C)C#N)=NC(C)(C)C#N. (5) Given the product [OH:23][C:20]([CH:17]1[CH2:18][CH2:19][N:14]([C:12]([C:10]2[CH:9]=[CH:8][C:6]3[N:7]=[C:2]([N:34]4[C:35]5[CH:41]=[CH:40][CH:39]=[CH:38][C:36]=5[N:37]=[C:33]4[CH:30]([CH3:32])[CH3:31])[N:3]=[C:4]([N:24]4[CH2:29][CH2:28][O:27][CH2:26][CH2:25]4)[C:5]=3[N:11]=2)=[O:13])[CH2:15][CH2:16]1)([CH3:22])[CH3:21], predict the reactants needed to synthesize it. The reactants are: Cl[C:2]1[N:3]=[C:4]([N:24]2[CH2:29][CH2:28][O:27][CH2:26][CH2:25]2)[C:5]2[N:11]=[C:10]([C:12]([N:14]3[CH2:19][CH2:18][CH:17]([C:20]([OH:23])([CH3:22])[CH3:21])[CH2:16][CH2:15]3)=[O:13])[CH:9]=[CH:8][C:6]=2[N:7]=1.[CH:30]([C:33]1[NH:37][C:36]2[CH:38]=[CH:39][CH:40]=[CH:41][C:35]=2[N:34]=1)([CH3:32])[CH3:31].CC(C)([O-])C.[Na+]. (6) Given the product [NH2:2][CH2:1][C:3]1[C:11]2[C:6](=[CH:7][CH:8]=[C:9]([CH2:12][NH2:13])[CH:10]=2)[N:5]([C:14]([O:16][C:17]([CH3:20])([CH3:19])[CH3:18])=[O:15])[C:4]=1[C:21]1[CH:22]=[CH:23][CH:24]=[CH:25][CH:26]=1, predict the reactants needed to synthesize it. The reactants are: [C:1]([C:3]1[C:11]2[C:6](=[CH:7][CH:8]=[C:9]([C:12]#[N:13])[CH:10]=2)[N:5]([C:14]([O:16][C:17]([CH3:20])([CH3:19])[CH3:18])=[O:15])[C:4]=1[C:21]1[CH:26]=[CH:25][CH:24]=[CH:23][CH:22]=1)#[N:2]. (7) The reactants are: [NH2:1][C:2]1[CH:22]=[CH:21][C:5]([O:6][C:7]2[N:12]=[CH:11][N:10]=[C:9]([NH:13][C:14]([N:16]3[CH2:20][CH2:19][CH2:18][CH2:17]3)=[O:15])[CH:8]=2)=[C:4]([F:23])[CH:3]=1.C(N(CC)C(C)C)(C)C.[O:33]=[C:34]1[N:38]([C:39]2[CH:44]=[CH:43][CH:42]=[CH:41][CH:40]=2)[CH2:37][CH2:36][N:35]1[C:45](Cl)=[O:46].C1(N2CCNC2=O)C=CC=CC=1.ClC(Cl)(OC(=O)OC(Cl)(Cl)Cl)Cl. Given the product [F:23][C:4]1[CH:3]=[C:2]([NH:1][C:45]([N:35]2[CH2:36][CH2:37][N:38]([C:39]3[CH:44]=[CH:43][CH:42]=[CH:41][CH:40]=3)[C:34]2=[O:33])=[O:46])[CH:22]=[CH:21][C:5]=1[O:6][C:7]1[CH:8]=[C:9]([NH:13][C:14]([N:16]2[CH2:20][CH2:19][CH2:18][CH2:17]2)=[O:15])[N:10]=[CH:11][N:12]=1, predict the reactants needed to synthesize it. (8) Given the product [NH:8]1[CH:12]=[C:11]([NH:13][C:14]2[N:19]=[C:18]([CH2:20][CH2:21][C:22]3[CH:27]=[CH:26][CH:25]=[CH:24][C:23]=3[CH:28]([CH3:32])[C:29]([NH2:31])=[O:30])[C:17]([C:33]([F:35])([F:34])[F:36])=[CH:16][N:15]=2)[CH:10]=[N:9]1, predict the reactants needed to synthesize it. The reactants are: CCN(CC)CC.[NH:8]1[CH:12]=[C:11]([NH:13][C:14]2[N:19]=[C:18]([C:20]#[C:21][C:22]3[CH:27]=[CH:26][CH:25]=[CH:24][C:23]=3[CH:28]([CH3:32])[C:29]([NH2:31])=[O:30])[C:17]([C:33]([F:36])([F:35])[F:34])=[CH:16][N:15]=2)[CH:10]=[N:9]1. (9) The reactants are: [NH:1]1[CH2:4][CH:3]([CH:5]([C:10]2[CH:15]=[C:14]([F:16])[CH:13]=[C:12]([F:17])[CH:11]=2)[C:6]([O:8][CH3:9])=[O:7])[CH2:2]1.[Cl:18][C:19]1[CH:24]=[CH:23][C:22]([C:25](=O)[CH2:26]CCC)=[CH:21][CH:20]=1.C(N(CC)CC)C.C(O[BH-](OC(=O)C)OC(=O)C)(=O)C.[Na+]. Given the product [Cl:18][C:19]1[CH:24]=[CH:23][C:22]([CH:25]([N:1]2[CH2:4][CH:3]([CH:5]([C:10]3[CH:15]=[C:14]([F:16])[CH:13]=[C:12]([F:17])[CH:11]=3)[C:6]([O:8][CH3:9])=[O:7])[CH2:2]2)[CH3:26])=[CH:21][CH:20]=1, predict the reactants needed to synthesize it.